This data is from Reaction yield outcomes from USPTO patents with 853,638 reactions. The task is: Predict the reaction yield, written as a fraction of the theoretical maximum amount of product (1.0 means a 100% yield; for example, 0.34 means a 34% yield). (1) The reactants are O[C:2]1([C:23]2[CH:28]=[CH:27][CH:26]=[CH:25][C:24]=2[CH3:29])[C:6]2[CH:7]=[C:8]([NH:13][C:14](=[O:20])[CH2:15][C:16]([CH3:19])([CH3:18])[CH3:17])[C:9]([CH3:12])=[C:10]([CH3:11])[C:5]=2[O:4][C:3]1([CH3:22])[CH3:21].C([SiH](CC)CC)C.O. The catalyst is FC(F)(F)C(O)=O. The product is [CH3:17][C:16]([CH3:19])([CH3:18])[CH2:15][C:14]([NH:13][C:8]1[C:9]([CH3:12])=[C:10]([CH3:11])[C:5]2[O:4][C:3]([CH3:21])([CH3:22])[CH:2]([C:23]3[CH:28]=[CH:27][CH:26]=[CH:25][C:24]=3[CH3:29])[C:6]=2[CH:7]=1)=[O:20]. The yield is 0.790. (2) The reactants are [C:1]([N:8]1[CH2:13][CH2:12][NH:11][CH2:10][CH2:9]1)([O:3][C:4]([CH3:7])([CH3:6])[CH3:5])=[O:2].[F:14][C:15]1[CH:22]=[CH:21][C:18]([CH2:19]Br)=[CH:17][CH:16]=1.C(N(CC)CC)C. The catalyst is C1COCC1. The product is [C:4]([O:3][C:1]([N:8]1[CH2:9][CH2:10][N:11]([CH2:19][C:18]2[CH:21]=[CH:22][C:15]([F:14])=[CH:16][CH:17]=2)[CH2:12][CH2:13]1)=[O:2])([CH3:7])([CH3:6])[CH3:5]. The yield is 1.00. (3) The product is [O:8]1[C:12]2[CH:13]=[CH:14][CH:15]=[CH:16][C:11]=2[N:10]=[C:9]1[S:17][CH2:18][CH2:19][N:20]1[CH2:25][CH2:24][N:23]([CH2:26][C:27]([NH:29][C:30]2[C:35]([CH:36]([CH3:37])[CH3:38])=[CH:34][C:33]([O:39][S:44]([CH3:43])(=[O:46])=[O:45])=[CH:32][C:31]=2[CH:40]([CH3:42])[CH3:41])=[O:28])[CH2:22][CH2:21]1. The reactants are C(N(CC)CC)C.[O:8]1[C:12]2[CH:13]=[CH:14][CH:15]=[CH:16][C:11]=2[N:10]=[C:9]1[S:17][CH2:18][CH2:19][N:20]1[CH2:25][CH2:24][N:23]([CH2:26][C:27]([NH:29][C:30]2[C:35]([CH:36]([CH3:38])[CH3:37])=[CH:34][C:33]([OH:39])=[CH:32][C:31]=2[CH:40]([CH3:42])[CH3:41])=[O:28])[CH2:22][CH2:21]1.[CH3:43][S:44](Cl)(=[O:46])=[O:45]. The yield is 0.820. The catalyst is C1COCC1.O. (4) The reactants are [Cl:1][C:2]1[C:10]2[C:5](=[CH:6][C:7]([S:11]([N:14]3[CH2:19][CH2:18][N:17]([C:20]([CH:22]4[CH2:27][CH2:26][N:25]([C:28]5[CH:29]=[CH:30][C:31](=[O:35])[N:32]([CH3:34])[N:33]=5)[CH2:24][CH2:23]4)=[O:21])[CH2:16][CH:15]3O)(=[O:13])=[O:12])=[CH:8][CH:9]=2)[NH:4][CH:3]=1. The catalyst is CO.Cl. The product is [Cl:1][C:2]1[C:10]2[C:5](=[CH:6][C:7]([S:11]([N:14]3[CH:15]=[CH:16][N:17]([C:20]([CH:22]4[CH2:27][CH2:26][N:25]([C:28]5[CH:29]=[CH:30][C:31](=[O:35])[N:32]([CH3:34])[N:33]=5)[CH2:24][CH2:23]4)=[O:21])[CH2:18][CH2:19]3)(=[O:12])=[O:13])=[CH:8][CH:9]=2)[NH:4][CH:3]=1. The yield is 0.930. (5) The reactants are [Cl:1][C:2]1[CH:10]=[CH:9][CH:8]=[C:7]2[C:3]=1[C:4]1([C:20]3=[CH:21][C:22]4[O:26][CH2:25][O:24][C:23]=4[CH:27]=[C:19]3[O:18][CH2:17]1)[C:5](=[O:16])[N:6]2[CH2:11][C:12](=[N:14][OH:15])[NH2:13].C(NC(C)C)(C)C.[CH:35]1([C:38](Cl)=[O:39])[CH2:37][CH2:36]1. The catalyst is ClCCl. The product is [Cl:1][C:2]1[CH:10]=[CH:9][CH:8]=[C:7]2[C:3]=1[C:4]1([C:20]3=[CH:21][C:22]4[O:26][CH2:25][O:24][C:23]=4[CH:27]=[C:19]3[O:18][CH2:17]1)[C:5](=[O:16])[N:6]2[CH2:11][C:12](=[N:14][O:15][C:38]([CH:35]1[CH2:37][CH2:36]1)=[O:39])[NH2:13]. The yield is 0.530. (6) The reactants are Br[CH2:2][CH2:3][CH:4]([CH:19]1[CH2:24][CH2:23][CH2:22][CH2:21][CH2:20]1)[C:5]([NH:7][CH2:8][C:9]1[C:14]([Cl:15])=[CH:13][C:12]([O:16][CH3:17])=[CH:11][C:10]=1[Cl:18])=[O:6].C(N(C(C)C)CC)(C)C. The catalyst is C1COCC1.C(OC(=O)C)C. The product is [CH:19]1([CH:4]2[CH2:3][CH2:2][N:7]([CH2:8][C:9]3[C:14]([Cl:15])=[CH:13][C:12]([O:16][CH3:17])=[CH:11][C:10]=3[Cl:18])[C:5]2=[O:6])[CH2:24][CH2:23][CH2:22][CH2:21][CH2:20]1. The yield is 0.800.